This data is from Full USPTO retrosynthesis dataset with 1.9M reactions from patents (1976-2016). The task is: Predict the reactants needed to synthesize the given product. (1) Given the product [O:1]=[C:2]1[NH:7][CH:6]=[C:5]([CH2:8][C:9]2[CH:10]=[C:11]([CH:17]=[CH:18][CH:19]=2)[C:12]([OH:14])=[O:13])[N:4]2[CH:20]=[C:21]([C:23]3[CH:24]=[CH:25][N:26]=[CH:27][CH:28]=3)[CH:22]=[C:3]12, predict the reactants needed to synthesize it. The reactants are: [O:1]=[C:2]1[NH:7][CH:6]=[C:5]([CH2:8][C:9]2[CH:10]=[C:11]([CH:17]=[CH:18][CH:19]=2)[C:12]([O:14]CC)=[O:13])[N:4]2[CH:20]=[C:21]([C:23]3[CH:28]=[CH:27][N:26]=[CH:25][CH:24]=3)[CH:22]=[C:3]12.[OH-].[Na+].Cl. (2) Given the product [Br:1][C:2]1[N:7]=[CH:6][C:5]2[C:8]([C:14]([NH2:19])=[O:16])=[CH:9][N:10]([CH:11]([CH3:13])[CH3:12])[C:4]=2[CH:3]=1, predict the reactants needed to synthesize it. The reactants are: [Br:1][C:2]1[N:7]=[CH:6][C:5]2[C:8]([C:14]([OH:16])=O)=[CH:9][N:10]([CH:11]([CH3:13])[CH3:12])[C:4]=2[CH:3]=1.CC[N:19](C(C)C)C(C)C.CN(C(ON1N=NC2C=CC=CC1=2)=[N+](C)C)C.F[P-](F)(F)(F)(F)F.[OH-].[NH4+].